Dataset: Catalyst prediction with 721,799 reactions and 888 catalyst types from USPTO. Task: Predict which catalyst facilitates the given reaction. (1) Reactant: O=C1CCC(=O)N1[C:8](=[O:20])[C:9]([NH:12][C:13](=[O:19])[O:14][C:15]([CH3:18])([CH3:17])[CH3:16])([CH3:11])[CH3:10].[CH:21]1[CH:26]=[CH:25][C:24]([CH2:27][CH2:28][C@@H:29]([NH2:33])[C:30]([OH:32])=[O:31])=[CH:23][CH:22]=1.O.C(N(CC)CC)C. Product: [C:15]([O:14][C:13]([NH:12][C:9]([CH3:11])([CH3:10])[C:8]([NH:33][C@H:29]([CH2:28][CH2:27][C:24]1[CH:23]=[CH:22][CH:21]=[CH:26][CH:25]=1)[C:30]([OH:32])=[O:31])=[O:20])=[O:19])([CH3:18])([CH3:17])[CH3:16]. The catalyst class is: 1. (2) Reactant: [NH2:1][C:2]1[CH:6]=[C:5]([C:7]2[CH:12]=[CH:11][C:10]([O:13][CH3:14])=[CH:9][CH:8]=2)[S:4][C:3]=1[C:15]([OH:17])=[O:16].[Cl:18][C:19]1[CH:24]=[CH:23][CH:22]=[C:21]([Cl:25])[C:20]=1[N:26]=[C:27]=[O:28].C(N(CC)CC)C.Cl. Product: [Cl:18][C:19]1[CH:24]=[CH:23][CH:22]=[C:21]([Cl:25])[C:20]=1[NH:26][C:27]([NH:1][C:2]1[CH:6]=[C:5]([C:7]2[CH:8]=[CH:9][C:10]([O:13][CH3:14])=[CH:11][CH:12]=2)[S:4][C:3]=1[C:15]([OH:17])=[O:16])=[O:28]. The catalyst class is: 3. (3) Reactant: [CH2:1]([C:9]1[CH:21]=[CH:20][C:12]([C:13]([O:15]C(C)(C)C)=[O:14])=[C:11]([NH:22][C:23]2[CH:28]=[CH:27][CH:26]=[CH:25][C:24]=2[C:29]([F:32])([F:31])[F:30])[CH:10]=1)[CH2:2][C:3]1[CH:8]=[CH:7][CH:6]=[CH:5][CH:4]=1. Product: [CH2:1]([C:9]1[CH:21]=[CH:20][C:12]([C:13]([OH:15])=[O:14])=[C:11]([NH:22][C:23]2[CH:28]=[CH:27][CH:26]=[CH:25][C:24]=2[C:29]([F:30])([F:31])[F:32])[CH:10]=1)[CH2:2][C:3]1[CH:4]=[CH:5][CH:6]=[CH:7][CH:8]=1. The catalyst class is: 55. (4) Reactant: [CH3:1][O:2][C:3]1[CH:8]=[CH:7][CH:6]=[C:5]([O:9][CH3:10])[C:4]=1[CH:11]([NH:17]S(C(C)(C)C)=O)[C:12]([O:14][CH2:15][CH3:16])=[O:13].Cl.O1CCOCC1. Product: [NH2:17][CH:11]([C:4]1[C:5]([O:9][CH3:10])=[CH:6][CH:7]=[CH:8][C:3]=1[O:2][CH3:1])[C:12]([O:14][CH2:15][CH3:16])=[O:13]. The catalyst class is: 5.